This data is from Forward reaction prediction with 1.9M reactions from USPTO patents (1976-2016). The task is: Predict the product of the given reaction. (1) Given the reactants Cl.[NH2:2][CH:3]1[CH2:12][C:11]2[C:6](=[CH:7][CH:8]=[CH:9][CH:10]=2)OC1.[C:13](=[O:16])(O)[O-].[Na+], predict the reaction product. The product is: [NH2:2][CH:3]1[CH2:12][CH2:11][C:10]2[C:13](=[CH:6][CH:7]=[CH:8][CH:9]=2)[O:16]1. (2) The product is: [CH2:1]([O:3][C:4](=[O:15])[CH:5]([C:6]1[CH:11]=[CH:10][CH:9]=[CH:8][CH:7]=1)[C:12]([N:47]1[CH2:46][CH2:45][N:44]([CH2:43][C:28]2[C:29]([C:37]3[CH:42]=[CH:41][CH:40]=[CH:39][CH:38]=3)=[N:30][C:31]3[C:36]([C:27]=2[C:25](=[O:26])[NH:24][C@H:22]([CH:16]2[CH2:21][CH2:20][CH2:19][CH2:18][CH2:17]2)[CH3:23])=[CH:35][CH:34]=[CH:33][CH:32]=3)[CH2:49][CH2:48]1)=[O:13])[CH3:2]. Given the reactants [CH2:1]([O:3][C:4](=[O:15])[CH:5]([C:12](Cl)=[O:13])[C:6]1[CH:11]=[CH:10][CH:9]=[CH:8][CH:7]=1)[CH3:2].[CH:16]1([C@@H:22]([NH:24][C:25]([C:27]2[C:36]3[C:31](=[CH:32][CH:33]=[CH:34][CH:35]=3)[N:30]=[C:29]([C:37]3[CH:42]=[CH:41][CH:40]=[CH:39][CH:38]=3)[C:28]=2[CH2:43][N:44]2[CH2:49][CH2:48][NH:47][CH2:46][CH2:45]2)=[O:26])[CH3:23])[CH2:21][CH2:20][CH2:19][CH2:18][CH2:17]1.C(N(CC)CC)C.CC=C(C)C, predict the reaction product.